From a dataset of Peptide-MHC class II binding affinity with 134,281 pairs from IEDB. Regression. Given a peptide amino acid sequence and an MHC pseudo amino acid sequence, predict their binding affinity value. This is MHC class II binding data. (1) The peptide sequence is DVEMTKEASREYEDK. The MHC is DRB1_0101 with pseudo-sequence DRB1_0101. The binding affinity (normalized) is 0.0429. (2) The peptide sequence is EEYVEIRQVGDFH. The MHC is DRB1_1302 with pseudo-sequence DRB1_1302. The binding affinity (normalized) is 0.